This data is from Peptide-MHC class II binding affinity with 134,281 pairs from IEDB. The task is: Regression. Given a peptide amino acid sequence and an MHC pseudo amino acid sequence, predict their binding affinity value. This is MHC class II binding data. (1) The peptide sequence is ANCLRKNGKKVIQLS. The MHC is DRB1_0405 with pseudo-sequence DRB1_0405. The binding affinity (normalized) is 0.207. (2) The peptide sequence is KRSGMDSMKALKDAL. The MHC is DRB1_0101 with pseudo-sequence DRB1_0101. The binding affinity (normalized) is 0.641. (3) The peptide sequence is YHFDLSGIAFGSMAK. The MHC is HLA-DPA10201-DPB10101 with pseudo-sequence HLA-DPA10201-DPB10101. The binding affinity (normalized) is 0.125. (4) The peptide sequence is VLAALFAGAWCVPKV. The MHC is HLA-DPA10201-DPB10101 with pseudo-sequence HLA-DPA10201-DPB10101. The binding affinity (normalized) is 0.278. (5) The peptide sequence is SDIISAEKTPIRVCLLPR. The MHC is DRB1_0101 with pseudo-sequence DRB1_0101. The binding affinity (normalized) is 0. (6) The peptide sequence is ESKHGLTNTASHTRLSCD. The MHC is DRB1_0701 with pseudo-sequence DRB1_0701. The binding affinity (normalized) is 0.403.